Dataset: Full USPTO retrosynthesis dataset with 1.9M reactions from patents (1976-2016). Task: Predict the reactants needed to synthesize the given product. (1) Given the product [Br:9][C:6]1[C:7]([CH3:8])=[C:2]([N:16]2[CH2:15][C:14]3[C:18](=[CH:19][CH:11]=[C:12]([CH3:21])[CH:13]=3)[C:17]2=[O:20])[CH:3]=[N:4][CH:5]=1, predict the reactants needed to synthesize it. The reactants are: Br[C:2]1[CH:3]=[N:4][CH:5]=[C:6]([Br:9])[C:7]=1[CH3:8].C[C:11]1[CH:19]=[C:18]2[C:14]([CH2:15][NH:16][C:17]2=[O:20])=[CH:13][CH:12]=1.[C:21](=O)([O-])[O-].[K+].[K+].CNCCNC. (2) The reactants are: CS(OC[C:7]1[N:8]=[N:9][N:10]([CH2:12][CH2:13][C@H:14]2[O:20][C@H:19]([C:21]3[CH:26]=[CH:25][CH:24]=[C:23]([O:27][CH3:28])[C:22]=3[O:29][CH3:30])[C:18]3[CH:31]=[C:32]([Cl:35])[CH:33]=[CH:34][C:17]=3[N:16]3[CH:36]=[CH:37][CH:38]=[C:15]23)[CH:11]=1)(=O)=O.[CH3:39][OH:40].[CH3:41][S:42](Cl)(=[O:44])=[O:43]. Given the product [CH3:41][S:42]([O:40][CH2:39][C:11]1[N:10]([CH2:12][CH2:13][C@H:14]2[O:20][C@H:19]([C:21]3[CH:26]=[CH:25][CH:24]=[C:23]([O:27][CH3:28])[C:22]=3[O:29][CH3:30])[C:18]3[CH:31]=[C:32]([Cl:35])[CH:33]=[CH:34][C:17]=3[N:16]3[CH:36]=[CH:37][CH:38]=[C:15]23)[N:9]=[N:8][CH:7]=1)(=[O:44])=[O:43], predict the reactants needed to synthesize it. (3) Given the product [CH2:20]1[NH:11][C:7](=[C:6]2[CH:5]=[C:4]([N+:14]([O-:16])=[O:15])[C:3](=[O:2])[CH:13]=[CH:12]2)[NH:22][CH2:21]1, predict the reactants needed to synthesize it. The reactants are: Cl.[OH:2][C:3]1[CH:13]=[CH:12][C:6]([C:7](=[NH:11])OCC)=[CH:5][C:4]=1[N+:14]([O-:16])=[O:15].C(O)C.[CH2:20](N)[CH2:21][NH2:22]. (4) Given the product [F:1][C:2]1[CH:3]=[CH:4][C:5]([CH:8]2[NH:9][C:10]3[C:15]4[C:16](=[N:31][NH:32][C:25](=[O:27])[C:14]=4[CH:13]=[CH:12][CH:11]=3)[CH:17]2[C:18]2[N:19]([CH3:23])[CH:20]=[CH:21][N:22]=2)=[CH:6][CH:7]=1, predict the reactants needed to synthesize it. The reactants are: [F:1][C:2]1[CH:7]=[CH:6][C:5]([CH:8]2[CH:17]([C:18]3[N:19]([CH3:23])[CH:20]=[CH:21][N:22]=3)[C:16](=O)[C:15]3[C:14]([C:25]([O:27]CC)=O)=[CH:13][CH:12]=[CH:11][C:10]=3[NH:9]2)=[CH:4][CH:3]=1.O.[NH2:31][NH2:32]. (5) The reactants are: [CH2:1]([NH2:3])[CH3:2].Cl[SiH:5]1[N:9]([CH:10]([CH3:12])[CH3:11])[CH:8]=[CH:7][N:6]1[CH:13]([CH3:15])[CH3:14]. Given the product [CH2:1]([NH:3][SiH:5]1[N:9]([CH:10]([CH3:11])[CH3:12])[CH:8]=[CH:7][N:6]1[CH:13]([CH3:15])[CH3:14])[CH3:2], predict the reactants needed to synthesize it.